This data is from Choline transporter screen with 302,306 compounds. The task is: Binary Classification. Given a drug SMILES string, predict its activity (active/inactive) in a high-throughput screening assay against a specified biological target. The drug is ClCC(=O)Nc1cc(S(=O)(=O)N2CCCCCC2)ccc1. The result is 0 (inactive).